Dataset: Forward reaction prediction with 1.9M reactions from USPTO patents (1976-2016). Task: Predict the product of the given reaction. Given the reactants Br[C:2]1[CH:3]=[C:4]([O:9][CH3:10])[C:5]([F:8])=[CH:6][CH:7]=1.C([O-])(=O)C.[K+].[B:16]1([B:16]2[O:20][C:19]([CH3:22])([CH3:21])[C:18]([CH3:24])([CH3:23])[O:17]2)[O:20][C:19]([CH3:22])([CH3:21])[C:18]([CH3:24])([CH3:23])[O:17]1.ClCCl, predict the reaction product. The product is: [F:8][C:5]1[CH:6]=[CH:7][C:2]([B:16]2[O:20][C:19]([CH3:22])([CH3:21])[C:18]([CH3:24])([CH3:23])[O:17]2)=[CH:3][C:4]=1[O:9][CH3:10].